This data is from Blood-brain barrier permeability classification from the B3DB database. The task is: Regression/Classification. Given a drug SMILES string, predict its absorption, distribution, metabolism, or excretion properties. Task type varies by dataset: regression for continuous measurements (e.g., permeability, clearance, half-life) or binary classification for categorical outcomes (e.g., BBB penetration, CYP inhibition). Dataset: b3db_classification. (1) The compound is CC(C)(C)NC(=O)[C@@]1(c2c(C(=O)O)[nH]c3cc(Cl)ccc23)N2C(=O)[C@]21c1ccc(OCc2ccc(Cl)cc2)cc1. The result is 1 (penetrates BBB). (2) The molecule is COC(=O)C1=C(C)NC(C)=C(C(=O)OC(C)C)[C@H]1c1cccc2nonc12. The result is 1 (penetrates BBB). (3) The drug is CCN(CC)C(=O)N[C@H]1C[C@H]2c3cccc4[nH]cc(c34)C[C@@H]2N(C)C1. The result is 1 (penetrates BBB). (4) The compound is COCCc1ccc(OCC(O)CNC(C)C)cc1. The result is 1 (penetrates BBB).